This data is from Catalyst prediction with 721,799 reactions and 888 catalyst types from USPTO. The task is: Predict which catalyst facilitates the given reaction. Reactant: [C:1]([O:5][C:6](=[O:16])[NH:7][C:8]1[CH:13]=[CH:12][CH:11]=[C:10]([CH2:14]O)[CH:9]=1)([CH3:4])([CH3:3])[CH3:2].C1(P(C2C=CC=CC=2)C2C=CC=CC=2)C=CC=CC=1.C(Br)(Br)(Br)[Br:37]. Product: [C:1]([O:5][C:6](=[O:16])[NH:7][C:8]1[CH:13]=[CH:12][CH:11]=[C:10]([CH2:14][Br:37])[CH:9]=1)([CH3:4])([CH3:3])[CH3:2]. The catalyst class is: 841.